Dataset: NCI-60 drug combinations with 297,098 pairs across 59 cell lines. Task: Regression. Given two drug SMILES strings and cell line genomic features, predict the synergy score measuring deviation from expected non-interaction effect. (1) Cell line: OVCAR-5. Drug 2: B(C(CC(C)C)NC(=O)C(CC1=CC=CC=C1)NC(=O)C2=NC=CN=C2)(O)O. Drug 1: C1CN(P(=O)(OC1)NCCCl)CCCl. Synergy scores: CSS=54.6, Synergy_ZIP=3.47, Synergy_Bliss=2.57, Synergy_Loewe=-48.2, Synergy_HSA=3.17. (2) Drug 1: C1CC(=O)NC(=O)C1N2C(=O)C3=CC=CC=C3C2=O. Drug 2: CC12CCC3C(C1CCC2OP(=O)(O)O)CCC4=C3C=CC(=C4)OC(=O)N(CCCl)CCCl.[Na+]. Cell line: BT-549. Synergy scores: CSS=-4.04, Synergy_ZIP=-0.708, Synergy_Bliss=-0.396, Synergy_Loewe=-6.01, Synergy_HSA=-5.13. (3) Drug 1: C1CCN(CC1)CCOC2=CC=C(C=C2)C(=O)C3=C(SC4=C3C=CC(=C4)O)C5=CC=C(C=C5)O. Drug 2: C1=NC2=C(N=C(N=C2N1C3C(C(C(O3)CO)O)F)Cl)N. Cell line: LOX IMVI. Synergy scores: CSS=45.5, Synergy_ZIP=3.34, Synergy_Bliss=-0.443, Synergy_Loewe=-4.22, Synergy_HSA=-4.65. (4) Drug 1: CC12CCC(CC1=CCC3C2CCC4(C3CC=C4C5=CN=CC=C5)C)O. Drug 2: CS(=O)(=O)C1=CC(=C(C=C1)C(=O)NC2=CC(=C(C=C2)Cl)C3=CC=CC=N3)Cl. Cell line: SF-539. Synergy scores: CSS=10.9, Synergy_ZIP=-3.32, Synergy_Bliss=-0.666, Synergy_Loewe=-1.72, Synergy_HSA=0.340. (5) Drug 1: C1CCN(CC1)CCOC2=CC=C(C=C2)C(=O)C3=C(SC4=C3C=CC(=C4)O)C5=CC=C(C=C5)O. Drug 2: C1=CC(=CC=C1CCC2=CNC3=C2C(=O)NC(=N3)N)C(=O)NC(CCC(=O)O)C(=O)O. Cell line: HS 578T. Synergy scores: CSS=20.2, Synergy_ZIP=0.361, Synergy_Bliss=0.712, Synergy_Loewe=-9.85, Synergy_HSA=-2.51.